From a dataset of Full USPTO retrosynthesis dataset with 1.9M reactions from patents (1976-2016). Predict the reactants needed to synthesize the given product. (1) Given the product [Si:1]([O:18][CH:19]1[CH2:20][N:21]([C:23]2[S:24][CH:25]=[C:26]([C:28]([N:33]3[CH2:38][CH2:37][O:36][CH2:35][CH2:34]3)=[O:29])[N:27]=2)[CH2:22]1)([C:14]([CH3:16])([CH3:17])[CH3:15])([C:8]1[CH:9]=[CH:10][CH:11]=[CH:12][CH:13]=1)[C:2]1[CH:3]=[CH:4][CH:5]=[CH:6][CH:7]=1, predict the reactants needed to synthesize it. The reactants are: [Si:1]([O:18][CH:19]1[CH2:22][N:21]([C:23]2[S:24][CH:25]=[C:26]([C:28](OCC)=[O:29])[N:27]=2)[CH2:20]1)([C:14]([CH3:17])([CH3:16])[CH3:15])([C:8]1[CH:13]=[CH:12][CH:11]=[CH:10][CH:9]=1)[C:2]1[CH:7]=[CH:6][CH:5]=[CH:4][CH:3]=1.[NH:33]1[CH2:38][CH2:37][O:36][CH2:35][CH2:34]1.C[Al](C)C.C(O)(=O)C.C(OCC)(=O)C. (2) Given the product [C:32]([C:31]1[CH:34]=[C:27]([C:12]2[CH:11]=[CH:10][C:9]([C:7]([CH3:8])([CH3:24])[C:6]([NH:5][CH2:1][CH:2]([CH3:3])[CH3:4])=[O:25])=[CH:14][CH:13]=2)[CH:28]=[N:29][CH:30]=1)#[N:33], predict the reactants needed to synthesize it. The reactants are: [CH2:1]([NH:5][C:6](=[O:25])[C:7]([CH3:24])([C:9]1[CH:14]=[CH:13][C:12](B2OC(C)(C)C(C)(C)O2)=[CH:11][CH:10]=1)[CH3:8])[CH:2]([CH3:4])[CH3:3].Br[C:27]1[CH:28]=[N:29][CH:30]=[C:31]([CH:34]=1)[C:32]#[N:33].C(=O)([O-])[O-].[K+].[K+].C(O)C. (3) Given the product [Br:2][C:3]1[CH:10]=[CH:9][C:6]([CH2:7][NH:8][CH:18]=[O:19])=[CH:5][CH:4]=1, predict the reactants needed to synthesize it. The reactants are: Cl.[Br:2][C:3]1[CH:10]=[CH:9][C:6]([CH2:7][NH2:8])=[CH:5][CH:4]=1.C(N(CC)CC)C.[CH:18](O)=[O:19]. (4) The reactants are: [NH2:1][CH2:2][C:3]1[S:4][CH:5]=[CH:6][CH:7]=1.CCN(C(C)C)[CH:11]([CH3:13])[CH3:12].[CH2:17](Br)[CH:18]=[CH2:19]. Given the product [CH2:13]([N:1]([CH2:19][CH:18]=[CH2:17])[CH2:2][C:3]1[S:4][CH:5]=[CH:6][CH:7]=1)[CH:11]=[CH2:12], predict the reactants needed to synthesize it. (5) Given the product [OH:5][CH:3]([CH3:4])[CH2:2][NH:1][C:7](=[O:13])[C:8]([O:10][CH2:11][CH3:12])=[O:9], predict the reactants needed to synthesize it. The reactants are: [NH2:1][CH2:2][CH:3]([OH:5])[CH3:4].Cl[C:7](=[O:13])[C:8]([O:10][CH2:11][CH3:12])=[O:9]. (6) Given the product [C:20]([O:23][C:24]([NH:1][C:2]1[CH:3]=[C:4]([CH:9]=[CH:10][CH:11]=1)[C:5]([O:7][CH3:8])=[O:6])=[O:25])([CH3:22])([CH3:21])[CH3:19], predict the reactants needed to synthesize it. The reactants are: [NH2:1][C:2]1[CH:3]=[C:4]([CH:9]=[CH:10][CH:11]=1)[C:5]([O:7][CH3:8])=[O:6].CCN(CC)CC.[CH3:19][C:20]([O:23][C:24](O[C:24]([O:23][C:20]([CH3:22])([CH3:21])[CH3:19])=[O:25])=[O:25])([CH3:22])[CH3:21]. (7) Given the product [Cl:12][C:13]1[C:21]2[C:20]3[C:22](=[N:34][NH:33][C:32]4[CH:31]=[CH:30][C:29]([S:35]([NH2:38])(=[O:36])=[O:37])=[CH:28][CH:27]=4)[C:23](=[O:25])[NH:24][C:19]=3[CH:18]=[CH:17][C:16]=2[NH:15][N:14]=1, predict the reactants needed to synthesize it. The reactants are: NC1C=C2C(=CC=1)NN=C2Cl.[Cl:12][C:13]1[C:21]2[C:20]3[C:22](=O)[C:23](=[O:25])[NH:24][C:19]=3[CH:18]=[CH:17][C:16]=2[NH:15][N:14]=1.[CH:27]1[C:32]([NH:33][NH2:34])=[CH:31][CH:30]=[C:29]([S:35]([NH2:38])(=[O:37])=[O:36])[CH:28]=1.Cl. (8) Given the product [NH2:19][C:11]1[O:12][C@H:13]([C:15]([F:18])([F:17])[F:16])[CH2:14][C@:9]([C:3]2[CH:4]=[C:5]([C:26]#[C:27][C:28]3[CH:35]=[CH:34][C:31]([C:32]#[N:33])=[CH:30][N:29]=3)[CH:6]=[CH:7][C:2]=2[F:1])([CH2:20][F:21])[N:10]=1, predict the reactants needed to synthesize it. The reactants are: [F:1][C:2]1[CH:7]=[CH:6][C:5](I)=[CH:4][C:3]=1[C@:9]1([CH2:20][F:21])[CH2:14][C@@H:13]([C:15]([F:18])([F:17])[F:16])[O:12][C:11]([NH2:19])=[N:10]1.C[Si]([C:26]#[C:27][C:28]1[CH:35]=[CH:34][C:31]([C:32]#[N:33])=[CH:30][N:29]=1)(C)C.